This data is from Full USPTO retrosynthesis dataset with 1.9M reactions from patents (1976-2016). The task is: Predict the reactants needed to synthesize the given product. (1) Given the product [CH2:18]([C@@:9]1([O:10][CH2:11][C:12]2[CH:17]=[CH:16][CH:15]=[CH:14][CH:13]=2)[C@@H:8]([CH2:21][O:22][CH2:23][C:24]2[CH:25]=[CH:26][CH:27]=[CH:28][CH:29]=2)[O:7][C@@H:6]([N:30]2[CH:38]=[C:36]([CH3:37])[C:34](=[O:35])[NH:33][C:31]2=[O:32])[C@@H:5]1[OH:4])[CH:19]=[CH2:20], predict the reactants needed to synthesize it. The reactants are: C([O:4][C@@H:5]1[C@:9]([CH2:18][CH:19]=[CH2:20])([O:10][CH2:11][C:12]2[CH:17]=[CH:16][CH:15]=[CH:14][CH:13]=2)[C@@H:8]([CH2:21][O:22][CH2:23][C:24]2[CH:29]=[CH:28][CH:27]=[CH:26][CH:25]=2)[O:7][C@H:6]1[N:30]1[CH:38]=[C:36]([CH3:37])[C:34](=[O:35])[NH:33][C:31]1=[O:32])(=O)C.C[O-].[Na+].Cl. (2) Given the product [N+:1]([CH2:4][CH2:5][C:6]1[CH:7]=[C:8]([O:12][C:13](=[O:15])[CH3:14])[CH:9]=[CH:10][CH:11]=1)([O-:3])=[O:2], predict the reactants needed to synthesize it. The reactants are: [N+:1]([CH:4]=[CH:5][C:6]1[CH:7]=[C:8]([O:12][C:13](=[O:15])[CH3:14])[CH:9]=[CH:10][CH:11]=1)([O-:3])=[O:2].C(O)(C)C.[BH4-].[Na+].C(OC(=O)C)(=O)C. (3) Given the product [C:30]([O:8][C:6]([C:5]1[CH:9]=[CH:10][C:11]([C:26]#[C:25][C:22]2[CH:21]=[CH:20][C:19]([O:18][CH2:15][CH2:16][CH3:17])=[CH:24][CH:23]=2)=[CH:12][CH:13]=1)=[O:7])([CH3:35])([CH3:31])[CH3:27], predict the reactants needed to synthesize it. The reactants are: C([C:5]1([CH:13]=[CH:12][C:11](Br)=[CH:10][CH2:9]1)[C:6]([O-:8])=[O:7])(C)(C)C.[CH2:15]([O:18][C:19]1[CH:24]=[CH:23][C:22]([C:25]#[CH:26])=[CH:21][CH:20]=1)[CH2:16][CH3:17].[CH2:27]([C:30]1[CH:35]=CC(Br)=C[CH:31]=1)CC.C[Si](C#C)(C)C.Cl. (4) Given the product [OH:26][CH2:27][C:28]([NH:32][S:33]([C:36]1[CH:37]=[N:38][CH:39]=[C:40]([C:2]#[C:1][C:3]2[CH:4]=[N:5][N:6]3[C:11]([C:12]([F:14])([F:13])[F:15])=[CH:10][C:9]([C:16]4[CH:21]=[CH:20][C:19]([C:22]([F:25])([F:24])[F:23])=[CH:18][CH:17]=4)=[N:8][C:7]=23)[CH:41]=1)(=[O:35])=[O:34])([CH2:30][OH:31])[CH3:29], predict the reactants needed to synthesize it. The reactants are: [C:1]([C:3]1[CH:4]=[N:5][N:6]2[C:11]([C:12]([F:15])([F:14])[F:13])=[CH:10][C:9]([C:16]3[CH:21]=[CH:20][C:19]([C:22]([F:25])([F:24])[F:23])=[CH:18][CH:17]=3)=[N:8][C:7]=12)#[CH:2].[OH:26][CH2:27][C:28]([NH:32][S:33]([C:36]1[CH:37]=[N:38][CH:39]=[C:40](Br)[CH:41]=1)(=[O:35])=[O:34])([CH2:30][OH:31])[CH3:29]. (5) Given the product [N+:12]([C:5]1[C:6]2[C:11](=[CH:10][CH:9]=[CH:8][CH:7]=2)[C:2]([N:15]2[CH2:20][CH2:19][NH:18][CH2:17][CH2:16]2)=[N:3][CH:4]=1)([O-:14])=[O:13], predict the reactants needed to synthesize it. The reactants are: Cl[C:2]1[C:11]2[C:6](=[CH:7][CH:8]=[CH:9][CH:10]=2)[C:5]([N+:12]([O-:14])=[O:13])=[CH:4][N:3]=1.[NH:15]1[CH2:20][CH2:19][NH:18][CH2:17][CH2:16]1. (6) Given the product [F:1][C:2]1[CH:8]=[C:7]([F:9])[C:6]([N+:10]([O-:12])=[O:11])=[CH:5][C:3]=1[NH:4][C:13]1[CH:18]=[CH:17][CH:16]=[CH:15][CH:14]=1, predict the reactants needed to synthesize it. The reactants are: [F:1][C:2]1[CH:8]=[C:7]([F:9])[C:6]([N+:10]([O-:12])=[O:11])=[CH:5][C:3]=1[NH2:4].[C:13]1(B(O)O)[CH:18]=[CH:17][CH:16]=[CH:15][CH:14]=1.C(N(CC)CC)C.